From a dataset of Full USPTO retrosynthesis dataset with 1.9M reactions from patents (1976-2016). Predict the reactants needed to synthesize the given product. Given the product [Cl-:32].[CH2:1]([O:3][C:4]([O:5][C:6]1[CH:11]=[C:10]([CH2:12][C@H:13]([NH3+:17])[C:14](=[O:16])[NH2:15])[CH:9]=[CH:8][C:7]=1[O:25][C:26]([O:28][CH2:29][CH3:30])=[O:27])=[O:31])[CH3:2], predict the reactants needed to synthesize it. The reactants are: [CH2:1]([O:3][C:4](=[O:31])[O:5][C:6]1[CH:11]=[C:10]([CH2:12][C@H:13]([NH:17]C(OC(C)(C)C)=O)[C:14](=[O:16])[NH2:15])[CH:9]=[CH:8][C:7]=1[O:25][C:26]([O:28][CH2:29][CH3:30])=[O:27])[CH3:2].[ClH:32].O1CCOCC1.